Dataset: Reaction yield outcomes from USPTO patents with 853,638 reactions. Task: Predict the reaction yield, written as a fraction of the theoretical maximum amount of product (1.0 means a 100% yield; for example, 0.34 means a 34% yield). (1) The reactants are [OH:1][C:2]1[CH:7]=[CH:6][C:5]([N:8]2[C:13](=[O:14])[C:12]([CH2:15][C:16]3[CH:21]=[CH:20][C:19]([C:22]4[C:23]([C:28]#[N:29])=[CH:24][CH:25]=[CH:26][CH:27]=4)=[CH:18][CH:17]=3)=[C:11]([CH2:30][CH2:31][CH3:32])[N:10]=[C:9]2[CH3:33])=[CH:4][CH:3]=1.[CH3:34][C:35]1([CH3:42])[CH2:40][CH:39](O)[CH2:38][CH2:37][O:36]1.C1(P(C2C=CC=CC=2)C2C=CC=CC=2)C=CC=CC=1.[N:63]([C:64]([O:66]C(C)C)=[O:65])=[N:63][C:64]([O:66]C(C)C)=[O:65]. The catalyst is O1CCCC1.O. The product is [CH3:34][C:35]1([CH3:42])[CH2:40][CH:39]([O:1][C:2]2[CH:3]=[CH:4][C:5]([N:8]3[C:13](=[O:14])[C:12]([CH2:15][C:16]4[CH:21]=[CH:20][C:19]([C:22]5[CH:27]=[CH:26][CH:25]=[CH:24][C:23]=5[C:28]5[NH:63][C:64](=[O:65])[O:66][N:29]=5)=[CH:18][CH:17]=4)=[C:11]([CH2:30][CH2:31][CH3:32])[N:10]=[C:9]3[CH3:33])=[CH:6][CH:7]=2)[CH2:38][CH2:37][O:36]1. The yield is 0.350. (2) The reactants are [OH:1][C:2]1[C:3]([C:13]([O:15][CH3:16])=[O:14])=[CH:4][C:5]2[C:10]([CH:11]=1)=[C:9]([OH:12])[CH:8]=[CH:7][CH:6]=2.[C:17](=O)([O-])[O-].[K+].[K+].CC(C)=O.COS(OC)(=O)=O. The catalyst is ClCCl.O. The product is [OH:1][C:2]1[C:3]([C:13]([O:15][CH3:16])=[O:14])=[CH:4][C:5]2[C:10]([CH:11]=1)=[C:9]([O:12][CH3:17])[CH:8]=[CH:7][CH:6]=2. The yield is 0.700. (3) The reactants are [C:1]([O:5][C:6]([NH:8][C@H:9]([C@H:13]([CH3:16])[CH2:14][CH3:15])[C:10]([OH:12])=O)=[O:7])([CH3:4])([CH3:3])[CH3:2].CN(C(ON1N=N[C:27]2[CH:28]=[CH:29][CH:30]=[N:31][C:26]1=2)=[N+](C)C)C.F[P-](F)(F)(F)(F)F.C1(N)CCCC1.CCN(CC)CC. The catalyst is C(Cl)Cl. The product is [CH:26]1([NH:31][C:10](=[O:12])[C@H:9]([NH:8][C:6](=[O:7])[O:5][C:1]([CH3:2])([CH3:3])[CH3:4])[C@H:13]([CH3:16])[CH2:14][CH3:15])[CH2:27][CH2:28][CH2:29][CH2:30]1. The yield is 0.870. (4) The reactants are C[O:2][C:3]([C:5]1([CH2:11][S:12](Cl)(=[O:14])=[O:13])[CH2:10][CH2:9][O:8][CH2:7][CH2:6]1)=[O:4].Cl.[CH2:17]1[C:22]2[S:23][C:24]3[CH:29]=[CH:28][CH:27]=[CH:26][C:25]=3[C:21]=2[CH2:20][CH2:19][NH:18]1.C(N(CC)CC)C.O.[OH-].[Li+]. The catalyst is CO.O. The yield is 0.250. The product is [CH2:17]1[C:22]2[S:23][C:24]3[CH:29]=[CH:28][CH:27]=[CH:26][C:25]=3[C:21]=2[CH2:20][CH2:19][N:18]1[S:12]([CH2:11][C:5]1([C:3]([OH:2])=[O:4])[CH2:10][CH2:9][O:8][CH2:7][CH2:6]1)(=[O:14])=[O:13].